Dataset: Peptide-MHC class I binding affinity with 185,985 pairs from IEDB/IMGT. Task: Regression. Given a peptide amino acid sequence and an MHC pseudo amino acid sequence, predict their binding affinity value. This is MHC class I binding data. (1) The peptide sequence is HTLESPVEF. The MHC is HLA-B07:02 with pseudo-sequence HLA-B07:02. The binding affinity (normalized) is 0.0847. (2) The peptide sequence is WLKGNISPV. The binding affinity (normalized) is 0.0847. The MHC is HLA-A01:01 with pseudo-sequence HLA-A01:01. (3) The peptide sequence is KTMNNYMIK. The MHC is HLA-A03:01 with pseudo-sequence HLA-A03:01. The binding affinity (normalized) is 0.738. (4) The peptide sequence is KIADDRIVV. The MHC is HLA-A02:01 with pseudo-sequence HLA-A02:01. The binding affinity (normalized) is 0.825. (5) The binding affinity (normalized) is 0. The peptide sequence is ISTNIRQAGVQYSR. The MHC is HLA-B07:02 with pseudo-sequence HLA-B07:02. (6) The peptide sequence is RAEDTAVY. The MHC is HLA-A24:02 with pseudo-sequence HLA-A24:02. The binding affinity (normalized) is 0. (7) The peptide sequence is TSSTCMMCYK. The MHC is Patr-A0101 with pseudo-sequence Patr-A0101. The binding affinity (normalized) is 0.353. (8) The peptide sequence is KVQEWYLSY. The MHC is HLA-B48:01 with pseudo-sequence HLA-B48:01. The binding affinity (normalized) is 0.0847.